Task: Predict which catalyst facilitates the given reaction.. Dataset: Catalyst prediction with 721,799 reactions and 888 catalyst types from USPTO (1) The catalyst class is: 9. Product: [Cl:36][CH2:37][CH2:38][CH2:39][N:16]1[C:17]2[C:12](=[N:11][CH:10]=[C:9]([CH2:8][C:5]3[CH:6]=[CH:7][C:2]([F:1])=[CH:3][CH:4]=3)[CH:18]=2)[C:13]([OH:25])=[C:14]([C:20]([O:22][CH2:23][CH3:24])=[O:21])[C:15]1=[O:19]. Reactant: [F:1][C:2]1[CH:7]=[CH:6][C:5]([CH2:8][C:9]2[CH:18]=[C:17]3[C:12]([C:13]([OH:25])=[C:14]([C:20]([O:22][CH2:23][CH3:24])=[O:21])[C:15](=[O:19])[NH:16]3)=[N:11][CH:10]=2)=[CH:4][CH:3]=1.C[Si]([N-][Si](C)(C)C)(C)C.[Li+].[Cl:36][CH2:37][CH2:38][CH2:39]I.Cl. (2) Reactant: [CH2:1]([N:8]1[C@H:13]([CH3:14])[CH2:12][O:11][C:10]([CH2:16][CH2:17][OH:18])([CH3:15])[C:9]1=O)[C:2]1[CH:7]=[CH:6][CH:5]=[CH:4][CH:3]=1.CO. Product: [CH2:1]([N:8]1[C@H:13]([CH3:14])[CH2:12][O:11][C:10]([CH2:16][CH2:17][OH:18])([CH3:15])[CH2:9]1)[C:2]1[CH:3]=[CH:4][CH:5]=[CH:6][CH:7]=1. The catalyst class is: 7. (3) The catalyst class is: 876. Product: [CH3:35][S:36]([OH:39])(=[O:38])=[O:37].[N:21]1([C:7]2[CH:8]=[CH:9][C:10]([S:11]([C:14]3[CH:19]=[CH:18][CH:17]=[C:16]([F:20])[CH:15]=3)(=[O:13])=[O:12])=[C:5]([NH:4][C:1](=[O:3])[CH3:2])[CH:6]=2)[CH2:27][CH2:26][CH2:25][NH:24][CH2:23][CH2:22]1. Reactant: [C:1]([NH:4][C:5]1[CH:6]=[C:7]([N:21]2[CH2:27][CH2:26][CH2:25][N:24](C(OC(C)(C)C)=O)[CH2:23][CH2:22]2)[CH:8]=[CH:9][C:10]=1[S:11]([C:14]1[CH:19]=[CH:18][CH:17]=[C:16]([F:20])[CH:15]=1)(=[O:13])=[O:12])(=[O:3])[CH3:2].[CH3:35][S:36]([OH:39])(=[O:38])=[O:37].